Dataset: Catalyst prediction with 721,799 reactions and 888 catalyst types from USPTO. Task: Predict which catalyst facilitates the given reaction. (1) Reactant: Cl.[NH2:2][C:3]1[CH:4]=[C:5]([CH:12]=[CH:13][C:14]=1[CH3:15])[C:6]([NH:8][CH:9]1[CH2:11][CH2:10]1)=[O:7].CN1CCOCC1.[Cl:23][CH2:24][C:25](Cl)=[O:26]. Product: [Cl:23][CH2:24][C:25]([NH:2][C:3]1[CH:4]=[C:5]([CH:12]=[CH:13][C:14]=1[CH3:15])[C:6]([NH:8][CH:9]1[CH2:10][CH2:11]1)=[O:7])=[O:26]. The catalyst class is: 21. (2) Reactant: [C:1]([NH:4][NH2:5])(=[O:3])[CH3:2].[B-](F)(F)(F)F.CCOC(C(C#N)=NOC(N(C)C)=[N+](C)C)=O.C(N(CC)C(C)C)(C)C.[O:37]=[C:38]1[N:47]([CH2:48][CH2:49][CH3:50])[C:46](=[O:51])[C:45]2[C:40](=[CH:41][CH:42]=[C:43]([C:52]([C:54]3[N:58]4[CH:59]=[CH:60][CH:61]=[CH:62][C:57]4=[C:56]([C:63]4[CH:64]=[C:65]([CH:69]=[CH:70][CH:71]=4)[C:66](O)=[O:67])[N:55]=3)=[O:53])[CH:44]=2)[NH:39]1. Product: [C:1]([NH:4][NH:5][C:66](=[O:67])[C:65]1[CH:69]=[CH:70][CH:71]=[C:63]([C:56]2[N:55]=[C:54]([C:52]([C:43]3[CH:44]=[C:45]4[C:40](=[CH:41][CH:42]=3)[NH:39][C:38](=[O:37])[N:47]([CH2:48][CH2:49][CH3:50])[C:46]4=[O:51])=[O:53])[N:58]3[CH:59]=[CH:60][CH:61]=[CH:62][C:57]=23)[CH:64]=1)(=[O:3])[CH3:2]. The catalyst class is: 3. (3) Reactant: [CH2:1]([O:3][C:4]([CH:6]1[CH2:11][S:10][CH2:9][CH2:8][NH:7]1)=[O:5])[CH3:2].CN(C1C=CC=CN=1)C.[N+:21]([C:24]1[CH:25]=[C:26]([CH:30]=[CH:31][CH:32]=1)[C:27](Cl)=[O:28])([O-:23])=[O:22].Cl. Product: [CH2:1]([O:3][C:4]([CH:6]1[CH2:11][S:10][CH2:9][CH2:8][N:7]1[C:27](=[O:28])[C:26]1[CH:30]=[CH:31][CH:32]=[C:24]([N+:21]([O-:23])=[O:22])[CH:25]=1)=[O:5])[CH3:2]. The catalyst class is: 347. (4) Reactant: Br[C:2]1[CH:3]=[C:4]([NH:10][S:11]([C:14]2[CH:19]=[CH:18][C:17]([O:20][CH3:21])=[CH:16][CH:15]=2)(=[O:13])=[O:12])[C:5]([CH2:8][CH3:9])=[N:6][CH:7]=1.[B:22]1([B:22]2[O:26][C:25]([CH3:28])([CH3:27])[C:24]([CH3:30])([CH3:29])[O:23]2)[O:26][C:25]([CH3:28])([CH3:27])[C:24]([CH3:30])([CH3:29])[O:23]1.C([O-])(=O)C.[K+].O. Product: [CH2:8]([C:5]1[C:4]([NH:10][S:11]([C:14]2[CH:19]=[CH:18][C:17]([O:20][CH3:21])=[CH:16][CH:15]=2)(=[O:13])=[O:12])=[CH:3][C:2]([B:22]2[O:26][C:25]([CH3:28])([CH3:27])[C:24]([CH3:30])([CH3:29])[O:23]2)=[CH:7][N:6]=1)[CH3:9]. The catalyst class is: 155. (5) Reactant: [Br:1][C:2]1[CH:3]=[C:4]([CH:9]2[C:18]3[C:17](=[O:19])[NH:16][CH2:15][CH2:14][C:13]=3[NH:12][C:11]([CH3:20])=[C:10]2[C:21]#[N:22])[CH:5]=[CH:6][C:7]=1[F:8].BrN1C(=O)CCC1=O. Product: [Br:1][C:2]1[CH:3]=[C:4]([CH:9]2[C:18]3[C:17](=[O:19])[NH:16][CH:15]=[CH:14][C:13]=3[NH:12][C:11]([CH3:20])=[C:10]2[C:21]#[N:22])[CH:5]=[CH:6][C:7]=1[F:8]. The catalyst class is: 9. (6) Reactant: [NH2:1][CH:2]([C:4]1[N:5]=[C:6]2[S:20][CH:19]=[C:18]([CH3:21])[N:7]2[C:8](=[O:17])[C:9]=1[C:10]1[CH:15]=[CH:14][CH:13]=[C:12]([F:16])[CH:11]=1)[CH3:3].Br[C:23]1[N:31]=[CH:30][N:29]=[C:28]2[C:24]=1[N:25]=[CH:26][NH:27]2.C(N(CC)C(C)C)(C)C. Product: [F:16][C:12]1[CH:11]=[C:10]([C:9]2[C:8](=[O:17])[N:7]3[C:18]([CH3:21])=[CH:19][S:20][C:6]3=[N:5][C:4]=2[CH:2]([NH:1][C:23]2[N:31]=[CH:30][N:29]=[C:28]3[C:24]=2[N:25]=[CH:26][NH:27]3)[CH3:3])[CH:15]=[CH:14][CH:13]=1. The catalyst class is: 8.